From a dataset of M1 muscarinic receptor agonist screen with 61,833 compounds. Binary Classification. Given a drug SMILES string, predict its activity (active/inactive) in a high-throughput screening assay against a specified biological target. (1) The compound is O=C(NCC1CCCCC1)C1CCN(CC1)c1nc(cc(n1)C)C. The result is 0 (inactive). (2) The drug is o1nc(C(=O)NCc2ccc(OC)cc2)cc1c1occc1. The result is 0 (inactive). (3) The drug is N1(CCc2c(C1)cccc2)c1ncnc2c1n(c1c2cc(cc1)C)C. The result is 0 (inactive).